Dataset: Full USPTO retrosynthesis dataset with 1.9M reactions from patents (1976-2016). Task: Predict the reactants needed to synthesize the given product. (1) The reactants are: [C:1]([C:5]1[CH:10]=[CH:9][C:8]([NH:11][C:12]([C:14]2[C:15]([NH:20][CH2:21][C:22]3[CH:27]=[CH:26][N:25]=[C:24](Cl)[CH:23]=3)=[N:16][CH:17]=[CH:18][CH:19]=2)=[O:13])=[CH:7][CH:6]=1)([CH3:4])([CH3:3])[CH3:2].[CH3:29][N:30]([CH3:34])[CH2:31][C:32]#[CH:33]. Given the product [CH3:29][N:30]([CH3:34])[CH2:31][C:32]#[C:33][C:24]1[CH:23]=[C:22]([CH2:21][NH:20][C:15]2[C:14]([C:12]([NH:11][C:8]3[CH:9]=[CH:10][C:5]([C:1]([CH3:4])([CH3:3])[CH3:2])=[CH:6][CH:7]=3)=[O:13])=[CH:19][CH:18]=[CH:17][N:16]=2)[CH:27]=[CH:26][N:25]=1, predict the reactants needed to synthesize it. (2) Given the product [CH3:13][C:14]([CH3:27])([CH3:26])[C:15]([O:17][N:18]([C:19]([O:21][C:22]([CH3:25])([CH3:24])[CH3:23])=[O:20])[S:7]([C:3]1[CH:2]=[N:1][CH:6]=[CH:5][CH:4]=1)(=[O:9])=[O:8])=[O:16], predict the reactants needed to synthesize it. The reactants are: [N:1]1[CH:6]=[CH:5][CH:4]=[C:3]([S:7](Cl)(=[O:9])=[O:8])[CH:2]=1.[H-].[Na+].[CH3:13][C:14]([CH3:27])([CH3:26])[C:15]([O:17][NH:18][C:19]([O:21][C:22]([CH3:25])([CH3:24])[CH3:23])=[O:20])=[O:16]. (3) Given the product [CH:1]1([CH2:4][O:5][C:6]2[CH:11]=[C:10]([O:12][CH3:13])[CH:9]=[CH:8][C:7]=2[C:14]2[CH:19]=[CH:18][N:17]=[C:16]3[C:20]([C:32]([NH:35][CH:36]4[CH2:37][CH2:38][N:39]([C:42]([O:44][C:45]([CH3:48])([CH3:47])[CH3:46])=[O:43])[CH2:40][CH2:41]4)=[O:33])=[C:21]([CH3:31])[N:22]([CH2:23][O:24][CH2:25][CH2:26][Si:27]([CH3:29])([CH3:28])[CH3:30])[C:15]=23)[CH2:3][CH2:2]1, predict the reactants needed to synthesize it. The reactants are: [CH:1]1([CH2:4][O:5][C:6]2[CH:11]=[C:10]([O:12][CH3:13])[CH:9]=[CH:8][C:7]=2[C:14]2[CH:19]=[CH:18][N:17]=[C:16]3[C:20]([C:32](O)=[O:33])=[C:21]([CH3:31])[N:22]([CH2:23][O:24][CH2:25][CH2:26][Si:27]([CH3:30])([CH3:29])[CH3:28])[C:15]=23)[CH2:3][CH2:2]1.[NH2:35][CH:36]1[CH2:41][CH2:40][N:39]([C:42]([O:44][C:45]([CH3:48])([CH3:47])[CH3:46])=[O:43])[CH2:38][CH2:37]1.